This data is from Catalyst prediction with 721,799 reactions and 888 catalyst types from USPTO. The task is: Predict which catalyst facilitates the given reaction. (1) Reactant: [S:1]1[C:5]2[CH:6]=[CH:7][CH:8]=[CH:9][C:4]=2[N:3]=[C:2]1[O:10][C:11]1[CH:12]=[C:13]2[C:17](=[CH:18][CH:19]=1)[N:16]([CH2:20][CH3:21])[C:15]([CH:22]=O)=[CH:14]2.[NH:24]1[CH2:29][CH2:28][CH2:27][CH2:26][CH2:25]1.[BH-](OC(C)=O)(OC(C)=O)OC(C)=O.[Na+]. Product: [CH2:20]([N:16]1[C:17]2[C:13](=[CH:12][C:11]([O:10][C:2]3[S:1][C:5]4[CH:6]=[CH:7][CH:8]=[CH:9][C:4]=4[N:3]=3)=[CH:19][CH:18]=2)[CH:14]=[C:15]1[CH2:22][N:24]1[CH2:29][CH2:28][CH2:27][CH2:26][CH2:25]1)[CH3:21]. The catalyst class is: 26. (2) Reactant: FC1C=C(C=C([B:17]2[O:21][C:20]([CH3:23])([CH3:22])[C:19]([CH3:25])([CH3:24])[O:18]2)C=1)CNC(=O)OC(C)(C)C.Br[C:27]1[CH:36]=[C:35]2[C:30]([CH2:31][CH2:32][CH2:33][CH:34]2[O:37][C:38]2[CH:43]=[CH:42][CH:41]=[CH:40][C:39]=2[CH2:44][C:45]([O:47][CH3:48])=[O:46])=[CH:29][CH:28]=1. Product: [CH3:24][C:19]1([CH3:25])[C:20]([CH3:23])([CH3:22])[O:21][B:17]([C:27]2[CH:36]=[C:35]3[C:30]([CH2:31][CH2:32][CH2:33][CH:34]3[O:37][C:38]3[CH:43]=[CH:42][CH:41]=[CH:40][C:39]=3[CH2:44][C:45]([O:47][CH3:48])=[O:46])=[CH:29][CH:28]=2)[O:18]1. The catalyst class is: 6. (3) Reactant: [CH3:1][C:2]1[C:6]([C:7]2[N:11]([CH2:12][C:13]([O:15][CH2:16][CH3:17])=[O:14])[C:10]3[CH:18]=[C:19]([CH2:22][C:23]([O:25]CC4C=CC=CC=4)=[O:24])[CH:20]=[CH:21][C:9]=3[N:8]=2)=[C:5]([CH3:33])[O:4][N:3]=1. Product: [CH3:1][C:2]1[C:6]([CH:7]2[NH:8][C:9]3[CH:21]=[CH:20][C:19]([CH2:22][C:23]([OH:25])=[O:24])=[CH:18][C:10]=3[N:11]2[CH2:12][C:13]([O:15][CH2:16][CH3:17])=[O:14])=[C:5]([CH3:33])[O:4][N:3]=1. The catalyst class is: 261. (4) Reactant: C[Si](C)(C)O[NH:4][OH:5].CN1CCOCC1.[CH3:15][O:16][CH:17]([C:26]1[CH:31]=[CH:30][C:29]([O:32][CH3:33])=[CH:28][CH:27]=1)[CH2:18][CH:19]=[CH:20][CH:21]=[CH:22][C:23](Cl)=[O:24]. Product: [OH:5][NH:4][C:23](=[O:24])[CH:22]=[CH:21][CH:20]=[CH:19][CH2:18][CH:17]([O:16][CH3:15])[C:26]1[CH:27]=[CH:28][C:29]([O:32][CH3:33])=[CH:30][CH:31]=1. The catalyst class is: 366. (5) Reactant: [F:1][C:2]1[C:7]([S:8]([NH2:11])(=[O:10])=[O:9])=[C:6]([F:12])[C:5]([F:13])=[C:4](F)[C:3]=1[F:15].[NH2:16][NH2:17].O. Product: [F:1][C:2]1[C:3]([F:15])=[C:4]([NH:16][NH2:17])[C:5]([F:13])=[C:6]([F:12])[C:7]=1[S:8]([NH2:11])(=[O:10])=[O:9]. The catalyst class is: 14. (6) Reactant: [OH:1][CH:2]1[CH2:7][CH2:6][N:5]([C:8]2[S:12][C:11]([CH:13]=O)=[CH:10][CH:9]=2)[CH2:4][CH2:3]1.[CH3:15][O:16][C:17]1[CH:18]=[C:19]([CH:23]=[CH:24][C:25]=1[O:26][CH3:27])[CH2:20][C:21]#[N:22].[O-]CC.[Na+].O. Product: [CH3:15][O:16][C:17]1[CH:18]=[C:19](/[C:20](=[CH:13]/[C:11]2[S:12][C:8]([N:5]3[CH2:4][CH2:3][CH:2]([OH:1])[CH2:7][CH2:6]3)=[CH:9][CH:10]=2)/[C:21]#[N:22])[CH:23]=[CH:24][C:25]=1[O:26][CH3:27]. The catalyst class is: 8. (7) Reactant: [CH:1]([NH2:4])([CH3:3])[CH3:2].N1C=CC=CC=1.CN(C1C=CC=CN=1)C.[F:20][C:21]([F:32])([F:31])[C:22](O[C:22](=[O:23])[C:21]([F:32])([F:31])[F:20])=[O:23]. Product: [F:20][C:21]([F:32])([F:31])[C:22]([NH:4][CH:1]([CH3:3])[CH3:2])=[O:23]. The catalyst class is: 20. (8) Reactant: [F:1][C:2]([F:19])([F:18])[C:3]1[CH:8]=[CH:7][C:6]([C:9]2[C:10]([C:15](O)=[O:16])=[CH:11][CH:12]=[CH:13][CH:14]=2)=[CH:5][CH:4]=1.CN(C)C=O.C(Cl)(=O)C([Cl:28])=O. Product: [F:1][C:2]([F:19])([F:18])[C:3]1[CH:8]=[CH:7][C:6]([C:9]2[C:10]([C:15]([Cl:28])=[O:16])=[CH:11][CH:12]=[CH:13][CH:14]=2)=[CH:5][CH:4]=1. The catalyst class is: 2. (9) Reactant: [F:1][C:2]1[CH:11]=[C:10]([F:12])[CH:9]=[C:8]2[C:3]=1[C:4]([N:27]1[C:35]3[C:30](=[N:31][CH:32]=[C:33]([N:36]4[CH2:41][CH2:40][O:39][CH2:38][CH2:37]4)[CH:34]=3)[C:29]3([CH2:46][CH2:45][O:44][CH2:43][CH2:42]3)[CH2:28]1)=[C:5]([CH3:26])[C:6]([N:13]1[CH2:18][CH2:17][N:16](C(OC(C)(C)C)=O)[CH2:15][CH2:14]1)=[N:7]2.C(O)(C(F)(F)F)=O. Product: [F:1][C:2]1[CH:11]=[C:10]([F:12])[CH:9]=[C:8]2[C:3]=1[C:4]([N:27]1[C:35]3[C:30](=[N:31][CH:32]=[C:33]([N:36]4[CH2:37][CH2:38][O:39][CH2:40][CH2:41]4)[CH:34]=3)[C:29]3([CH2:42][CH2:43][O:44][CH2:45][CH2:46]3)[CH2:28]1)=[C:5]([CH3:26])[C:6]([N:13]1[CH2:18][CH2:17][NH:16][CH2:15][CH2:14]1)=[N:7]2. The catalyst class is: 2.